Dataset: Human liver microsome stability data. Task: Regression/Classification. Given a drug SMILES string, predict its absorption, distribution, metabolism, or excretion properties. Task type varies by dataset: regression for continuous measurements (e.g., permeability, clearance, half-life) or binary classification for categorical outcomes (e.g., BBB penetration, CYP inhibition). Dataset: hlm. The drug is Nc1ncccc1-c1cc(Cc2ccc(Cc3ccc(F)o3)cc2)no1. The result is 1 (stable in human liver microsomes).